Dataset: Forward reaction prediction with 1.9M reactions from USPTO patents (1976-2016). Task: Predict the product of the given reaction. Given the reactants [F:1][C:2]1[CH:3]=[C:4]([CH:7]=[C:8]([F:11])[C:9]=1[F:10])[CH:5]=O.[CH3:12][C:13](=[O:18])[CH2:14][C:15](=[O:17])[CH3:16].N1CCCCC1, predict the reaction product. The product is: [F:1][C:2]1[CH:3]=[C:4]([CH:7]=[C:8]([F:11])[C:9]=1[F:10])[CH:5]=[C:14]([C:13](=[O:18])[CH3:12])[C:15](=[O:17])[CH3:16].